From a dataset of Full USPTO retrosynthesis dataset with 1.9M reactions from patents (1976-2016). Predict the reactants needed to synthesize the given product. (1) The reactants are: Cl.[NH2:2][CH2:3][CH2:4][C:5]([O:7][CH3:8])=[O:6].CCN(CC)CC.Cl[C:17]1[C:26]2[C:21](=[N:22][CH:23]=[CH:24][N:25]=2)[CH:20]=[C:19]([Cl:27])[N:18]=1. Given the product [Cl:27][C:19]1[N:18]=[C:17]([NH:2][CH2:3][CH2:4][C:5]([O:7][CH3:8])=[O:6])[C:26]2[C:21](=[N:22][CH:23]=[CH:24][N:25]=2)[CH:20]=1, predict the reactants needed to synthesize it. (2) Given the product [F:7][C:8]1[C:13]([C:14]([F:16])([F:17])[F:15])=[CH:12][CH:11]=[CH:10][C:9]=1[NH:18][C:19]1[CH:20]=[C:21]2[C:25]3=[C:26]([CH2:28][O:29][CH2:30][CH2:31][N:24]3[C@H:23]3[CH2:32][CH2:33][N:34]([CH2:2][CH:3]=[C:4]([CH3:6])[CH3:5])[CH2:35][C@@H:22]23)[CH:27]=1, predict the reactants needed to synthesize it. The reactants are: Br[CH2:2][CH:3]=[C:4]([CH3:6])[CH3:5].[F:7][C:8]1[C:13]([C:14]([F:17])([F:16])[F:15])=[CH:12][CH:11]=[CH:10][C:9]=1[NH:18][C:19]1[CH:20]=[C:21]2[C:25]3=[C:26]([CH2:28][O:29][CH2:30][CH2:31][N:24]3[C@H:23]3[CH2:32][CH2:33][NH:34][CH2:35][C@@H:22]23)[CH:27]=1.